Task: Predict the product of the given reaction.. Dataset: Forward reaction prediction with 1.9M reactions from USPTO patents (1976-2016) (1) Given the reactants [O:1]1[CH2:6][CH2:5][N:4]([C:7]2[CH:8]=[CH:9][C:10]([N+:14]([O-])=O)=[C:11]([CH:13]=2)[NH2:12])[CH2:3][CH2:2]1, predict the reaction product. The product is: [NH2:12][C:11]1[CH:13]=[C:7]([N:4]2[CH2:3][CH2:2][O:1][CH2:6][CH2:5]2)[CH:8]=[CH:9][C:10]=1[NH2:14]. (2) Given the reactants [F:1][C:2]1[CH:7]=[CH:6][C:5]([C:8]2[N:13]=[CH:12][C:11]([NH:14][C:15]([NH:17][CH2:18][CH2:19][CH2:20][CH2:21][N:22]3[CH2:27][CH2:26][CH2:25][CH2:24][CH2:23]3)=[O:16])=[CH:10][CH:9]=2)=[CH:4][CH:3]=1.[ClH:28], predict the reaction product. The product is: [ClH:28].[F:1][C:2]1[CH:3]=[CH:4][C:5]([C:8]2[N:13]=[CH:12][C:11]([NH:14][C:15]([NH:17][CH2:18][CH2:19][CH2:20][CH2:21][N:22]3[CH2:23][CH2:24][CH2:25][CH2:26][CH2:27]3)=[O:16])=[CH:10][CH:9]=2)=[CH:6][CH:7]=1. (3) Given the reactants C([O:3][C:4]([C:6]1[CH:7]=[N:8][N:9]([CH3:11])[CH:10]=1)=[O:5])C.[OH-].[Na+], predict the reaction product. The product is: [CH3:11][N:9]1[CH:10]=[C:6]([C:4]([OH:5])=[O:3])[CH:7]=[N:8]1. (4) Given the reactants [F:1][C:2]1([F:32])[CH2:6][CH:5]([NH:7][C:8](=[O:20])[C:9]2[CH:14]=[CH:13][CH:12]=[CH:11][C:10]=2[N:15]2[N:19]=[CH:18][CH:17]=[N:16]2)[CH:4]([NH:21][C:22]2[S:23][C:24]3[CH:30]=[C:29](F)[CH:28]=[CH:27][C:25]=3[N:26]=2)[CH2:3]1.[Cl:33]C1SC2C=C(Cl)C=CC=2N=1.Cl.NC1CC(F)(F)CC1C1C(N2N=CC=N2)=C(C=CC=1)C(N)=O, predict the reaction product. The product is: [Cl:33][C:29]1[CH:28]=[CH:27][C:25]2[N:26]=[C:22]([NH:21][CH:4]3[CH2:3][C:2]([F:32])([F:1])[CH2:6][CH:5]3[NH:7][C:8](=[O:20])[C:9]3[CH:14]=[CH:13][CH:12]=[CH:11][C:10]=3[N:15]3[N:19]=[CH:18][CH:17]=[N:16]3)[S:23][C:24]=2[CH:30]=1. (5) Given the reactants [CH3:1][NH:2][CH2:3][CH2:4][C:5]1[CH:10]=[CH:9][C:8]([OH:11])=[CH:7][CH:6]=1.Cl[C:13]1[CH:21]=[CH:20][C:16]([C:17]([NH2:19])=[O:18])=[CH:15][N:14]=1.C(=O)([O-])[O-].[Cs+].[Cs+].C(O)C, predict the reaction product. The product is: [CH3:1][NH:2][CH2:3][CH2:4][C:5]1[CH:10]=[CH:9][C:8]([O:11][C:13]2[CH:21]=[CH:20][C:16]([C:17]([NH2:19])=[O:18])=[CH:15][N:14]=2)=[CH:7][CH:6]=1. (6) Given the reactants [F:1][C:2]1[CH:3]=[C:4]([CH:7]=[C:8]([F:12])[C:9]=1[S:10][CH3:11])[CH:5]=O.[NH2:13][OH:14].Cl.C([O-])([O-])=O.[K+].[K+], predict the reaction product. The product is: [F:1][C:2]1[CH:3]=[C:4]([CH:7]=[C:8]([F:12])[C:9]=1[S:10][CH3:11])[CH:5]=[N:13][OH:14]. (7) The product is: [CH:13]([NH:16][C:2]1[C:11]([CH3:12])=[CH:10][C:5]([C:6]([O:8][CH3:9])=[O:7])=[CH:4][N:3]=1)([CH3:15])[CH3:14]. Given the reactants F[C:2]1[C:11]([CH3:12])=[CH:10][C:5]([C:6]([O:8][CH3:9])=[O:7])=[CH:4][N:3]=1.[CH:13]([NH2:16])([CH3:15])[CH3:14], predict the reaction product. (8) Given the reactants [N+:1]([C:4]1[CH:9]=[CH:8][C:7]([N:10]2[CH2:15][CH2:14][CH:13]([C:16]([O:18][CH2:19][CH3:20])=[O:17])[CH2:12][CH2:11]2)=[CH:6][CH:5]=1)([O-])=O.[NH4+].[Cl-].CCOC(C)=O, predict the reaction product. The product is: [NH2:1][C:4]1[CH:9]=[CH:8][C:7]([N:10]2[CH2:11][CH2:12][CH:13]([C:16]([O:18][CH2:19][CH3:20])=[O:17])[CH2:14][CH2:15]2)=[CH:6][CH:5]=1. (9) The product is: [C:12]1([NH:13][C:14]([O:25][C@@:16]23[N:23]([CH3:24])[C@@H:20]([CH2:21][CH2:22]2)[CH2:19][CH:18]=[CH:17]3)=[O:15])[C:7]([C:4]2[CH:3]=[CH:2][CH:1]=[CH:6][CH:5]=2)=[CH:8][CH:9]=[CH:10][CH:11]=1. Given the reactants [CH:1]1[CH:6]=[CH:5][C:4]([C:7]2[C:12]([N:13]=[C:14]=[O:15])=[CH:11][CH:10]=[CH:9][CH:8]=2)=[CH:3][CH:2]=1.[C@@:16]12([OH:25])[N:23]([CH3:24])[C@@H:20]([CH2:21][CH2:22]1)[CH2:19][CH:18]=[CH:17]2, predict the reaction product. (10) Given the reactants C(N(CC)C(C)C)(C)C.CN(C(ON1N=NC2C=CC=NC1=2)=[N+](C)C)C.F[P-](F)(F)(F)(F)F.[CH3:34][C:35]1([CH3:46])[CH2:40][NH:39][CH:38]([CH2:41][C:42]([NH2:44])=[O:43])[C:37](=[O:45])[NH:36]1.[Cl:47][C:48]1[CH:53]=[CH:52][N:51]=[C:50]([CH2:54][NH:55][C:56]2[O:57][C:58]3[C:64]([O:65][CH3:66])=[CH:63][C:62]([C:67](O)=[O:68])=[CH:61][C:59]=3[N:60]=2)[CH:49]=1, predict the reaction product. The product is: [Cl:47][C:48]1[CH:53]=[CH:52][N:51]=[C:50]([CH2:54][NH:55][C:56]2[O:57][C:58]3[C:64]([O:65][CH3:66])=[CH:63][C:62]([C:67]([N:39]4[CH2:40][C:35]([CH3:46])([CH3:34])[NH:36][C:37](=[O:45])[CH:38]4[CH2:41][C:42]([NH2:44])=[O:43])=[O:68])=[CH:61][C:59]=3[N:60]=2)[CH:49]=1.